Task: Predict the reaction yield, written as a fraction of the theoretical maximum amount of product (1.0 means a 100% yield; for example, 0.34 means a 34% yield).. Dataset: Reaction yield outcomes from USPTO patents with 853,638 reactions (1) The reactants are [C:1]([NH:4][CH2:5][CH2:6][CH:7]1[C:15]2[C:10](=[CH:11][CH:12]=[C:13]([NH:17][C:18](=O)[CH2:19][CH2:20][CH2:21][CH2:22][C:23]3[CH:28]=[CH:27][CH:26]=[CH:25][N:24]=3)[C:14]=2[OH:16])[CH2:9][CH2:8]1)(=[O:3])[CH3:2].C1(C)C=CC(S([O-])(=O)=O)=CC=1.[NH+]1C=CC=CC=1. The catalyst is C1(C)C(C)=CC=CC=1. The product is [N:24]1[CH:25]=[CH:26][CH:27]=[CH:28][C:23]=1[CH2:22][CH2:21][CH2:20][CH2:19][C:18]1[O:16][C:14]2[C:15]3[CH:7]([CH2:6][CH2:5][NH:4][C:1](=[O:3])[CH3:2])[CH2:8][CH2:9][C:10]=3[CH:11]=[CH:12][C:13]=2[N:17]=1. The yield is 0.580. (2) The reactants are C(Cl)(=O)C(Cl)=O.[CH3:7][O:8][C:9]1[CH:10]=[C:11]([N:18]2[CH2:23][CH2:22][CH:21]([OH:24])[CH2:20][CH2:19]2)[CH:12]=[CH:13][C:14]=1[N+:15]([O-:17])=[O:16]. The catalyst is C(Cl)Cl.CS(C)=O. The product is [CH3:7][O:8][C:9]1[CH:10]=[C:11]([N:18]2[CH2:23][CH2:22][C:21](=[O:24])[CH2:20][CH2:19]2)[CH:12]=[CH:13][C:14]=1[N+:15]([O-:17])=[O:16]. The yield is 0.970. (3) The reactants are [CH3:1][C:2]1[O:3][C:4]([C:22]2[CH:27]=[CH:26][C:25]([C:28]([F:31])([F:30])[F:29])=[CH:24][CH:23]=2)=[CH:5][C:6]=1[CH:7]([O:12][C:13]1[CH:21]=[CH:20][C:16]([C:17](O)=[O:18])=[CH:15][CH:14]=1)[CH2:8][CH:9]([CH3:11])[CH3:10].[CH3:32][NH:33][CH2:34][CH2:35][C:36]([O:38]CC)=[O:37]. No catalyst specified. The product is [CH3:1][C:2]1[O:3][C:4]([C:22]2[CH:23]=[CH:24][C:25]([C:28]([F:30])([F:29])[F:31])=[CH:26][CH:27]=2)=[CH:5][C:6]=1[CH:7]([O:12][C:13]1[CH:21]=[CH:20][C:16]([C:17]([N:33]([CH3:32])[CH2:34][CH2:35][C:36]([OH:38])=[O:37])=[O:18])=[CH:15][CH:14]=1)[CH2:8][CH:9]([CH3:11])[CH3:10]. The yield is 0.870. (4) The reactants are [CH3:1][O:2][C:3]1[N:8]=[CH:7][C:6]([NH:9][C:10]2[C:15]([C:16]3[CH:21]=[C:20](S(C)=O)[N:19]=[C:18]([CH3:25])[N:17]=3)=[N:14][CH:13]=[CH:12][N:11]=2)=[CH:5][CH:4]=1.[OH-].[NH4+:27]. The catalyst is O1CCOCC1. The product is [CH3:1][O:2][C:3]1[N:8]=[CH:7][C:6]([NH:9][C:10]2[C:15]([C:16]3[N:17]=[C:18]([CH3:25])[N:19]=[C:20]([NH2:27])[CH:21]=3)=[N:14][CH:13]=[CH:12][N:11]=2)=[CH:5][CH:4]=1. The yield is 0.830. (5) The reactants are [Cl:1][C:2]1[CH:3]=[C:4]2[C:9](=[CH:10][C:11]=1[O:12][C:13]1[CH:18]=[CH:17][C:16]([C:19](=[O:36])[NH:20][CH2:21][CH2:22][C:23]3[CH:28]=[CH:27][CH:26]=[C:25]([O:29][C:30]4[CH:35]=[CH:34][CH:33]=[CH:32][CH:31]=4)[CH:24]=3)=[CH:15][CH:14]=1)[O:8][CH2:7][CH2:6][CH:5]2[C:37]([O:39]CC)=[O:38].[OH-].[Na+].C1COCC1.Cl. The catalyst is C(OCC)(=O)C.C(O)C. The product is [Cl:1][C:2]1[CH:3]=[C:4]2[C:9](=[CH:10][C:11]=1[O:12][C:13]1[CH:14]=[CH:15][C:16]([C:19](=[O:36])[NH:20][CH2:21][CH2:22][C:23]3[CH:28]=[CH:27][CH:26]=[C:25]([O:29][C:30]4[CH:31]=[CH:32][CH:33]=[CH:34][CH:35]=4)[CH:24]=3)=[CH:17][CH:18]=1)[O:8][CH2:7][CH2:6][CH:5]2[C:37]([OH:39])=[O:38]. The yield is 0.828. (6) The reactants are [CH3:1][CH:2]([CH2:4][C@H:5]([CH2:10][NH2:11])[CH2:6][C:7]([OH:9])=[O:8])[CH3:3].C(N(CC)CC)C.C[Si](C)(C)Cl.C(=O)([O-])OC1C=CC([N+]([O-])=O)=CC=1[CH:35]([O:37][C:38](=[O:42])[CH:39]([CH3:41])[CH3:40])[CH3:36].C(O)(=O)CC(CC(O)=O)([C:49]([OH:51])=[O:50])O. The catalyst is ClCCl. The product is [C:38]([O:37][CH:35]([O:51][C:49]([NH:11][CH2:10][CH:5]([CH2:4][CH:2]([CH3:1])[CH3:3])[CH2:6][C:7]([OH:9])=[O:8])=[O:50])[CH3:36])(=[O:42])[CH:39]([CH3:40])[CH3:41]. The yield is 0.480. (7) The reactants are N1C=CC=CC=1.N1C(F)=NC(F)=NC=1F.[F:16][C:17]([F:31])([F:30])[C:18]1[CH:19]=[CH:20][C:21]2[S:25][C:24]([C:26](O)=[O:27])=[CH:23][C:22]=2[CH:29]=1.[BH4-].[Na+].OS(O)(=O)=O. The catalyst is C(Cl)Cl.CO. The product is [F:30][C:17]([F:16])([F:31])[C:18]1[CH:19]=[CH:20][C:21]2[S:25][C:24]([CH2:26][OH:27])=[CH:23][C:22]=2[CH:29]=1. The yield is 0.546. (8) The reactants are ClC(Cl)(Cl)C(=N)O[C@H:5]1[O:37][C@H:36]([CH2:38][O:39][CH2:40][C:41]2[CH:46]=[CH:45][CH:44]=[CH:43][CH:42]=2)[C@@H:27]([O:28][CH2:29][C:30]2[CH:35]=[CH:34][CH:33]=[CH:32][CH:31]=2)[C@H:18]([O:19][CH2:20][C:21]2[CH:26]=[CH:25][CH:24]=[CH:23][CH:22]=2)[C@@H:6]1[O:7][C:8](=[O:17])[C:9]1[CH:14]=[C:13]([F:15])[CH:12]=[CH:11][C:10]=1[F:16].Cl[C:51](Cl)(Cl)[C:52](=N)[O-:53].[CH2:57]([O:64][C@@H:65]1[C@@H:73]([CH2:74][OH:75])[O:72][C@H:68]([S:69][CH2:70][CH3:71])[C@@H:67]([O:76][C:77](=[O:86])[C:78]2[CH:83]=[C:82]([F:84])[CH:81]=[CH:80][C:79]=2[F:85])[C@H:66]1[OH:87])[C:58]1[CH:63]=[CH:62][CH:61]=[CH:60][CH:59]=1.F[C:89]([F:99])(F)S(O[Si](C)(C)C)(=O)=O. The catalyst is C(N(CC)CC)C.C1C=CC=CC=1. The product is [CH2:52]([O:53][C@H:18]1[C@H:27]([O:28][CH2:29][C:30]2[CH:35]=[CH:34][CH:33]=[CH:32][CH:31]=2)[C@@H:36]([CH2:38][O:39][CH2:40][C:41]2[CH:46]=[CH:45][CH:44]=[CH:43][CH:42]=2)[O:37][C@H:5]([O:87][C@H:66]2[C@H:65]([O:64][CH2:57][C:58]3[CH:63]=[CH:62][CH:61]=[CH:60][CH:59]=3)[C@@H:73]([CH2:74][O:75][C@H:5]3[O:37][C@H:36]([CH2:38][O:39][CH2:40][C:41]4[CH:42]=[CH:43][CH:44]=[CH:45][CH:46]=4)[C@@H:27]([O:28][CH2:29][C:30]4[CH:31]=[CH:32][CH:33]=[CH:34][CH:35]=4)[C@H:18]([O:19][CH2:20][C:21]4[CH:22]=[CH:23][CH:24]=[CH:25][CH:26]=4)[C@@H:6]3[O:7][C:8](=[O:17])[C:9]3[CH:14]=[C:13]([F:15])[CH:12]=[CH:11][C:10]=3[F:16])[O:72][C@H:68]([S:69][CH2:70][CH3:71])[C@H:67]2[O:76][C:77](=[O:86])[C:78]2[CH:83]=[C:82]([F:84])[CH:81]=[CH:80][C:79]=2[F:85])[C@H:6]1[O:7][C:8](=[O:17])[C:9]1[CH:14]=[C:13]([F:15])[CH:12]=[CH:11][C:89]=1[F:99])[C:51]1[CH:23]=[CH:22][CH:21]=[CH:26][CH:25]=1. The yield is 0.750. (9) The reactants are [OH:1][CH:2]1[CH2:20][CH:19]2[N:4]([C:5](=[O:39])[CH:6]([NH:31][C:32]([O:34][C:35]([CH3:38])([CH3:37])[CH3:36])=[O:33])[CH2:7][CH2:8][CH2:9][O:10][CH2:11][CH:12]=[CH:13][CH:14]3[C:16]([C:22]([NH:24][S:25]([CH:28]4[CH2:30][CH2:29]4)(=[O:27])=[O:26])=[O:23])([NH:17][C:18]2=[O:21])[CH2:15]3)[CH2:3]1.[CH:40]1([CH2:46][N:47]=[C:48]=[O:49])[CH2:45][CH2:44][CH2:43][CH2:42][CH2:41]1. No catalyst specified. The product is [CH:40]1([CH2:46][NH:47][C:48]([O:1][CH:2]2[CH2:20][CH:19]3[N:4]([C:5](=[O:39])[CH:6]([NH:31][C:32]([O:34][C:35]([CH3:36])([CH3:38])[CH3:37])=[O:33])[CH2:7][CH2:8][CH2:9][O:10][CH2:11][CH:12]=[CH:13][CH:14]4[C:16]([C:22]([NH:24][S:25]([CH:28]5[CH2:29][CH2:30]5)(=[O:26])=[O:27])=[O:23])([NH:17][C:18]3=[O:21])[CH2:15]4)[CH2:3]2)=[O:49])[CH2:45][CH2:44][CH2:43][CH2:42][CH2:41]1. The yield is 0.290. (10) The reactants are [CH3:1][C@:2]12[C@@:19]3([CH3:20])[C@@H:10]([C@:11]4([CH3:33])[C@@H:16]([CH2:17][CH2:18]3)[C:15]([CH3:22])([CH3:21])[C:14]([C:23]3[CH:32]=[CH:31][C:26]([C:27]([O:29]C)=[O:28])=[CH:25][CH:24]=3)=[CH:13][CH2:12]4)[CH2:9][CH2:8][C@@H:7]1[C@H:6]1[C@H:34]([C:37]([CH3:39])=[CH2:38])[CH2:35][CH2:36][C@:5]1([NH:40][CH2:41][CH2:42][NH:43][C:44]1[N:45]=[N:46][CH:47]=[CH:48][CH:49]=1)[CH2:4][CH2:3]2.O.[OH-].[Li+].C1COCC1.C(O)(C(F)(F)F)=O. The product is [CH3:1][C@:2]12[C@@:19]3([CH3:20])[C@@H:10]([C@:11]4([CH3:33])[C@@H:16]([CH2:17][CH2:18]3)[C:15]([CH3:21])([CH3:22])[C:14]([C:23]3[CH:24]=[CH:25][C:26]([C:27]([OH:29])=[O:28])=[CH:31][CH:32]=3)=[CH:13][CH2:12]4)[CH2:9][CH2:8][C@@H:7]1[C@H:6]1[C@H:34]([C:37]([CH3:39])=[CH2:38])[CH2:35][CH2:36][C@:5]1([NH:40][CH2:41][CH2:42][NH:43][C:44]1[N:45]=[N:46][CH:47]=[CH:48][CH:49]=1)[CH2:4][CH2:3]2. The catalyst is O.CO. The yield is 1.00.